Predict which catalyst facilitates the given reaction. From a dataset of Catalyst prediction with 721,799 reactions and 888 catalyst types from USPTO. (1) Reactant: S(=O)(=O)(O)O.O.[OH:7][C:8]1[CH:16]=[CH:15][C:11]([C:12]([OH:14])=[O:13])=[CH:10][C:9]=1[CH2:17][N:18]1[CH2:23][CH2:22][O:21][CH2:20][CH2:19]1.[C:24](=O)([O-])[O-].[Na+].[Na+].C(OCC)(=O)C. Product: [OH:7][C:8]1[CH:16]=[CH:15][C:11]([C:12]([O:14][CH3:24])=[O:13])=[CH:10][C:9]=1[CH2:17][N:18]1[CH2:19][CH2:20][O:21][CH2:22][CH2:23]1. The catalyst class is: 5. (2) Reactant: [CH3:1][C:2]([NH:34]C(=O)OC(C)(C)C)([C:4]1[CH:9]=[CH:8][C:7]([C:10]([NH:21][C:22]2[CH:27]=[CH:26][C:25]([C:28]3[N:29]=[CH:30][N:31]([CH3:33])[CH:32]=3)=[CH:24][CH:23]=2)=[C:11]2[C:15]3[CH:16]=[CH:17][CH:18]=[CH:19][C:14]=3[O:13][C:12]2=[O:20])=[CH:6][CH:5]=1)[CH3:3].Cl. Product: [NH2:34][C:2]([C:4]1[CH:9]=[CH:8][C:7]([C:10]([NH:21][C:22]2[CH:27]=[CH:26][C:25]([C:28]3[N:29]=[CH:30][N:31]([CH3:33])[CH:32]=3)=[CH:24][CH:23]=2)=[C:11]2[C:15]3[CH:16]=[CH:17][CH:18]=[CH:19][C:14]=3[O:13][C:12]2=[O:20])=[CH:6][CH:5]=1)([CH3:3])[CH3:1]. The catalyst class is: 12. (3) Reactant: C[C@H]1CO[C@@]2(O[C@H]3C[C@H]4[C@@H]5CC=C6C[C@@H](O)CC[C@]6(C)[C@H]5CC[C@]4(C)[C@H]3[C@@H]2C)CC1.[Br:31][C:32]1[CH:45]=[CH:44][C:35]([O:36][CH2:37][C:38]2([CH2:42][OH:43])[CH2:41][O:40][CH2:39]2)=[CH:34][CH:33]=1.C(N(CC)CC)C.[CH3:53][S:54](Cl)(=[O:56])=[O:55]. Product: [Br:31][C:32]1[CH:33]=[CH:34][C:35]([O:36][CH2:37][C:38]2([CH2:42][O:43][S:54]([CH3:53])(=[O:56])=[O:55])[CH2:39][O:40][CH2:41]2)=[CH:44][CH:45]=1. The catalyst class is: 2. (4) Reactant: [CH:1]1([NH:5][C:6]([C@@H:8]2[CH2:12][CH2:11][CH2:10][N:9]2[C:13](=[O:30])[CH2:14][O:15][C:16]2[N:20]([C:21]3[CH:26]=[CH:25][CH:24]=[CH:23][CH:22]=3)[N:19]=[C:18]([C:27](O)=[O:28])[CH:17]=2)=[O:7])[CH2:4][CH2:3][CH2:2]1.CCN(C(C)C)C(C)C.CN(C(ON1N=NC2C=CC=NC1=2)=[N+](C)C)C.F[P-](F)(F)(F)(F)F.[CH2:64]([O:66][C:67]([N:69]1[CH2:74][CH2:73][N:72]([C:75](=[O:88])[C@@H:76]([NH2:87])[CH2:77][CH2:78][O:79][CH2:80][C:81]2[CH:86]=[CH:85][CH:84]=[CH:83][CH:82]=2)[CH2:71][CH2:70]1)=[O:68])[CH3:65]. Product: [CH2:64]([O:66][C:67]([N:69]1[CH2:74][CH2:73][N:72]([C:75](=[O:88])[C@@H:76]([NH:87][C:27]([C:18]2[CH:17]=[C:16]([O:15][CH2:14][C:13]([N:9]3[CH2:10][CH2:11][CH2:12][C@H:8]3[C:6](=[O:7])[NH:5][CH:1]3[CH2:4][CH2:3][CH2:2]3)=[O:30])[N:20]([C:21]3[CH:22]=[CH:23][CH:24]=[CH:25][CH:26]=3)[N:19]=2)=[O:28])[CH2:77][CH2:78][O:79][CH2:80][C:81]2[CH:86]=[CH:85][CH:84]=[CH:83][CH:82]=2)[CH2:71][CH2:70]1)=[O:68])[CH3:65]. The catalyst class is: 39.